Dataset: Forward reaction prediction with 1.9M reactions from USPTO patents (1976-2016). Task: Predict the product of the given reaction. The product is: [F:23][C:20]1[CH:21]=[CH:22][C:17]([CH2:16][N:14]2[CH:15]=[C:11]([C:10]3[C:4]4[C:5](=[N:6][CH:7]=[C:2]([C:42]5[CH:43]=[C:44]([NH:48][S:49]([CH3:52])(=[O:50])=[O:51])[CH:45]=[CH:46][CH:47]=5)[CH:3]=4)[N:8]([S:24]([C:27]4[CH:28]=[CH:29][C:30]([CH3:31])=[CH:32][CH:33]=4)(=[O:26])=[O:25])[CH:9]=3)[CH:12]=[N:13]2)=[CH:18][CH:19]=1. Given the reactants Br[C:2]1[CH:3]=[C:4]2[C:10]([C:11]3[CH:12]=[N:13][N:14]([CH2:16][C:17]4[CH:22]=[CH:21][C:20]([F:23])=[CH:19][CH:18]=4)[CH:15]=3)=[CH:9][N:8]([S:24]([C:27]3[CH:33]=[CH:32][C:30]([CH3:31])=[CH:29][CH:28]=3)(=[O:26])=[O:25])[C:5]2=[N:6][CH:7]=1.CC1(C)C(C)(C)OB([C:42]2[CH:43]=[C:44]([NH:48][S:49]([CH3:52])(=[O:51])=[O:50])[CH:45]=[CH:46][CH:47]=2)O1.C(=O)([O-])[O-].[Na+].[Na+], predict the reaction product.